Dataset: Reaction yield outcomes from USPTO patents with 853,638 reactions. Task: Predict the reaction yield, written as a fraction of the theoretical maximum amount of product (1.0 means a 100% yield; for example, 0.34 means a 34% yield). (1) The reactants are [O-]CC.[Na+].C([O:7][CH:8]=[C:9]([C:15](OCC)=O)[C:10]([O:12][CH2:13][CH3:14])=[O:11])C.O.[NH2:21][NH2:22].Cl. The catalyst is C(O)C.O. The product is [CH2:13]([O:12][C:10]([C:9]1[C:8](=[O:7])[NH:21][NH:22][CH:15]=1)=[O:11])[CH3:14]. The yield is 0.800. (2) The reactants are [OH-].[K+].[CH3:3][O:4][C:5]1[CH:6]=[C:7]([C:13]([C:15]2[CH:23]=[C:22]3[C:18]([CH:19]=[CH:20][NH:21]3)=[CH:17][CH:16]=2)=[O:14])[CH:8]=[C:9]([O:11][CH3:12])[CH:10]=1.I[CH3:25]. The catalyst is CN(C=O)C.CCOCC. The product is [CH3:3][O:4][C:5]1[CH:6]=[C:7]([C:13]([C:15]2[CH:23]=[C:22]3[C:18]([CH:19]=[CH:20][N:21]3[CH3:25])=[CH:17][CH:16]=2)=[O:14])[CH:8]=[C:9]([O:11][CH3:12])[CH:10]=1. The yield is 0.750. (3) The reactants are [CH3:1][O:2][C:3]1[CH:8]=[CH:7][C:6](B(O)O)=[CH:5][CH:4]=1.[Br:12][C:13]1[N:14]=[CH:15][C:16]([NH2:19])=[N:17][CH:18]=1. The catalyst is CN(C1C=CN=CC=1)C.C(Cl)Cl.CC([O-])=O.CC([O-])=O.[Cu+2]. The product is [Br:12][C:13]1[N:14]=[CH:15][C:16]([NH:19][C:6]2[CH:7]=[CH:8][C:3]([O:2][CH3:1])=[CH:4][CH:5]=2)=[N:17][CH:18]=1. The yield is 0.100. (4) The reactants are C(OC([N:8]1[CH2:13][CH2:12][N:11]([C:14]2[C:19]([O:20][CH3:21])=[CH:18][N:17]=[CH:16][N:15]=2)[CH:10]([CH3:22])[CH2:9]1)=O)(C)(C)C.FC(F)(F)C(O)=O. The catalyst is C(Cl)Cl.CCOCC. The product is [CH3:21][O:20][C:19]1[C:14]([N:11]2[CH2:12][CH2:13][NH:8][CH2:9][CH:10]2[CH3:22])=[N:15][CH:16]=[N:17][CH:18]=1. The yield is 0.920. (5) The reactants are [C:1]([C:3]1[C:11]2[C:6](=[CH:7][CH:8]=[C:9]([CH3:12])[CH:10]=2)[NH:5][N:4]=1)#[CH:2].[N:13]([C:16]1[CH:23]=[CH:22][C:19]([CH:20]=[O:21])=[CH:18][CH:17]=1)=[N+:14]=[N-:15]. The catalyst is O1CCOCC1.O.O.O.O.O.O.S([O-])([O-])(=O)=O.[Cu+2]. The product is [CH3:12][C:9]1[CH:10]=[C:11]2[C:6](=[CH:7][CH:8]=1)[NH:5][N:4]=[C:3]2[C:1]1[N:15]=[N:14][N:13]([C:16]2[CH:17]=[CH:18][C:19]([CH:20]=[O:21])=[CH:22][CH:23]=2)[CH:2]=1. The yield is 1.00. (6) The reactants are O[CH2:2][CH:3]([C:7]1[N:16]=[C:15]([C:17]2[CH:22]=[C:21]([F:23])[CH:20]=[CH:19][C:18]=2[CH3:24])[CH:14]=[C:13]2[C:8]=1[CH:9]=[C:10]([NH:25][C:26]([CH:28]1[CH2:30][CH2:29]1)=[O:27])[N:11]=[CH:12]2)[CH2:4][CH2:5][OH:6].C1(P(C2C=CC=CC=2)C2C=CC=CC=2)C=CC=CC=1.N(C(OC(C)C)=O)=NC(OC(C)C)=O. The catalyst is O1CCCC1.C(OCC)(=O)C. The product is [F:23][C:21]1[CH:20]=[CH:19][C:18]([CH3:24])=[C:17]([C:15]2[CH:14]=[C:13]3[C:8]([CH:9]=[C:10]([NH:25][C:26]([CH:28]4[CH2:30][CH2:29]4)=[O:27])[N:11]=[CH:12]3)=[C:7]([CH:3]3[CH2:4][CH2:5][O:6][CH2:2]3)[N:16]=2)[CH:22]=1. The yield is 0.200. (7) The reactants are [C:1]([C:3]1[CH:4]=[C:5]([C:13]2[O:17][N:16]=[C:15]([C:18]3[CH:27]=[CH:26][CH:25]=[C:24]4[C:19]=3[CH2:20][CH2:21][CH2:22][C@H:23]4[NH:28][S:29]([CH2:32][C:33]([O:35]C)=[O:34])(=[O:31])=[O:30])[N:14]=2)[CH:6]=[CH:7][C:8]=1[O:9][CH:10]([CH3:12])[CH3:11])#[N:2].[OH-].[Na+].Cl. The catalyst is CO.O. The product is [C:1]([C:3]1[CH:4]=[C:5]([C:13]2[O:17][N:16]=[C:15]([C:18]3[CH:27]=[CH:26][CH:25]=[C:24]4[C:19]=3[CH2:20][CH2:21][CH2:22][C@H:23]4[NH:28][S:29]([CH2:32][C:33]([OH:35])=[O:34])(=[O:30])=[O:31])[N:14]=2)[CH:6]=[CH:7][C:8]=1[O:9][CH:10]([CH3:12])[CH3:11])#[N:2]. The yield is 0.720. (8) The reactants are Cl[C:2]1[CH:11]=[C:10]([C:12]#[N:13])[C:5]([C:6]([O:8][CH3:9])=[O:7])=[C:4]([NH:14][C:15]2[CH:20]=[CH:19][C:18]([F:21])=[C:17]([CH3:22])[CH:16]=2)[N:3]=1.CCN(CC)CC.[NH2:30][C@@H:31]1[CH2:36][CH2:35][CH2:34][CH2:33][C@@H:32]1[NH:37][C:38](=[O:44])[O:39][C:40]([CH3:43])([CH3:42])[CH3:41].O. The catalyst is C1COCC1.CCOC(C)=O. The product is [C:40]([O:39][C:38]([NH:37][C@H:32]1[CH2:33][CH2:34][CH2:35][CH2:36][C@H:31]1[NH:30][C:2]1[CH:11]=[C:10]([C:12]#[N:13])[C:5]([C:6]([O:8][CH3:9])=[O:7])=[C:4]([NH:14][C:15]2[CH:20]=[CH:19][C:18]([F:21])=[C:17]([CH3:22])[CH:16]=2)[N:3]=1)=[O:44])([CH3:43])([CH3:41])[CH3:42]. The yield is 0.124.